From a dataset of Catalyst prediction with 721,799 reactions and 888 catalyst types from USPTO. Predict which catalyst facilitates the given reaction. (1) Reactant: [Si:1]([O:8][CH2:9][C@@H:10]([OH:22])[CH2:11][CH2:12][C:13]1[CH:18]=[CH:17][CH:16]=[C:15]([O:19][CH3:20])[C:14]=1O)([C:4]([CH3:7])([CH3:6])[CH3:5])([CH3:3])[CH3:2].C1(P(C2C=CC=CC=2)C2C=CC=CC=2)C=CC=CC=1.N(C(OCC)=O)=NC(OCC)=O. Product: [CH3:20][O:19][C:15]1[CH:16]=[CH:17][CH:18]=[C:13]2[C:14]=1[O:22][C@@H:10]([CH2:9][O:8][Si:1]([C:4]([CH3:5])([CH3:6])[CH3:7])([CH3:2])[CH3:3])[CH2:11][CH2:12]2. The catalyst class is: 11. (2) Reactant: [CH2:1]([O:3][C:4]([NH:6][C:7]1[CH:12]=[CH:11][C:10]([N:13]2[CH2:18][CH2:17][O:16][CH2:15][CH2:14]2)=[C:9]([F:19])[CH:8]=1)=[O:5])[CH3:2].C([C:24]1[CH:34]=[CH:33][CH:32]=[C:26]2[C:27]([NH:29][C:30](=[O:31])[C:25]=12)=[O:28])[C@@H]1OC1.[CH3:35]N(C)C=O.C(N(CC)CC)C. Product: [F:19][C:9]1[CH:8]=[C:7]([N:6]2[CH2:2][C@H:1]([CH2:35][N:29]3[C:30](=[O:31])[C:25]4=[CH:24][CH:34]=[CH:33][CH:32]=[C:26]4[C:27]3=[O:28])[O:3][C:4]2=[O:5])[CH:12]=[CH:11][C:10]=1[N:13]1[CH2:18][CH2:17][O:16][CH2:15][CH2:14]1. The catalyst class is: 21. (3) Reactant: [K+].[Br-].[CH3:3][C:4]1O[CH:7]=[C:6](/[CH:9]=[C:10](/[C@H:12]2[O:29][C:27](=[O:28])[CH2:26][C@H:25]([OH:30])[C:24](C)([CH3:31])[C:22](=[O:23])[C@H:21]([CH3:33])[C@@H:20]([OH:34])[C@@H:19]([CH3:35])[CH2:18][CH2:17][CH2:16][C:15](C)=[CH:14][CH2:13]2)\[CH3:11])[N:5]=1.CC1OC=C(/C=C(/[C@H]2OC(=O)C[C@H](O)C(C)(C)C(=O)[C@H](C)[C@@H](O)[C@@H](C)CCC[C@@]3(C)O[C@H]3C2)\C)N=1.CC1OC=C(/C=C(/[C@H]2OC(=O)C[C@H](O)C(C)(C)C(=O)[C@H](C)[C@@H](O)[C@@H](C)CCC[C@H]3O[C@H]3C2)\C)N=1.CC1[S:111]C=C(/C=C(/[C@H]2OC(=O)C[C@H](O)C(C)(C)C(=O)C[C@@H](O)[C@@H](C)CCCC=CC2)\C)N=1.CC1SC=C(/C=C(/[C@H]2OC(=O)C[C@H](O)C(C)(C)C(=O)[C@H](C)[C@@H](O)[C@@H](C)CCCC=CC2)\CO)N=1.CC1SC=C(/C=C(/[C@H]2OC(=O)C[C@H](O)[C@@H](C)C(=O)[C@H](C)[C@@H](O)[C@@H](C)CCCC(C)=CC2)\C)N=1. Product: [CH3:3][C:4]1[S:111][CH:7]=[C:6](/[CH:9]=[C:10](/[C@H:12]2[O:29][C:27](=[O:28])[CH2:26][C@H:25]([OH:30])[C@@H:24]([CH3:31])[C:22](=[O:23])[C@H:21]([CH3:33])[C@@H:20]([OH:34])[C@@H:19]([CH3:35])[CH2:18][CH2:17][CH2:16][CH:15]=[CH:14][CH2:13]2)\[CH3:11])[N:5]=1. The catalyst class is: 5. (4) Reactant: [Cl:1][C:2]1[C:11]2[C:6](=[CH:7][CH:8]=[C:9](I)[CH:10]=2)[N:5]=[CH:4][CH:3]=1.C(=O)([O-])[O-].[Na+].[Na+].[O:19]1[CH2:24][CH2:23][CH:22]([SH:25])[CH2:21][CH2:20]1. Product: [Cl:1][C:2]1[C:11]2[C:6](=[CH:7][CH:8]=[C:9]([S:25][CH:22]3[CH2:23][CH2:24][O:19][CH2:20][CH2:21]3)[CH:10]=2)[N:5]=[CH:4][CH:3]=1. The catalyst class is: 203. (5) Reactant: [F:1][C:2]1[CH:19]=[C:18]([C:20]#[C:21][CH2:22][OH:23])[CH:17]=[CH:16][C:3]=1[NH:4][C:5]1[C:6]([C:13]([NH2:15])=[O:14])=[CH:7][N:8]([CH3:12])[C:9](=[O:11])[CH:10]=1. Product: [F:1][C:2]1[CH:19]=[C:18]([CH2:20][CH2:21][CH2:22][OH:23])[CH:17]=[CH:16][C:3]=1[NH:4][C:5]1[C:6]([C:13]([NH2:15])=[O:14])=[CH:7][N:8]([CH3:12])[C:9](=[O:11])[CH:10]=1. The catalyst class is: 403.